From a dataset of Full USPTO retrosynthesis dataset with 1.9M reactions from patents (1976-2016). Predict the reactants needed to synthesize the given product. (1) Given the product [Br:1][C:2]1[CH:7]=[CH:6][CH:5]=[CH:4][C:3]=1[CH2:8][CH2:9][CH2:10][Br:31], predict the reactants needed to synthesize it. The reactants are: [Br:1][C:2]1[CH:7]=[CH:6][CH:5]=[CH:4][C:3]=1[CH2:8][CH2:9][CH2:10]O.C1(P(C2C=CC=CC=2)C2C=CC=CC=2)C=CC=CC=1.[Br:31]N1C(=O)CCC1=O. (2) The reactants are: [CH3:1][C:2]([S:17][C:18](=O)[CH3:19])([C:4](=[O:16])[NH:5][C:6]1[CH:11]=[CH:10][C:9]([C:12]([F:15])([F:14])[F:13])=[CH:8][N:7]=1)[CH3:3].[C:21]([O:25][C:26]([N:28]1[CH2:33][CH2:32]C(CBr)[CH2:30][CH2:29]1)=[O:27])([CH3:24])([CH3:23])[CH3:22].C[O-].[Na+]. Given the product [C:21]([O:25][C:26]([N:28]1[CH2:33][CH2:32][CH:1]([C:2]([S:17][CH2:18][CH3:19])([CH3:3])[C:4](=[O:16])[NH:5][C:6]2[CH:11]=[CH:10][C:9]([C:12]([F:15])([F:14])[F:13])=[CH:8][N:7]=2)[CH2:30][CH2:29]1)=[O:27])([CH3:24])([CH3:23])[CH3:22], predict the reactants needed to synthesize it. (3) Given the product [Cl:16][C:12]1[CH:11]=[C:10]([C@@H:8]2[C@@H:7]([C:17]3[CH:22]=[CH:21][C:20]([Cl:23])=[CH:19][CH:18]=3)[N:6]([C@@H:24]([CH:34]([CH3:35])[CH3:36])[CH2:25][N:26]([CH3:33])[S:27]([CH:30]3[CH2:31][CH2:32]3)(=[O:28])=[O:29])[C:5](=[O:37])[C@:4]([CH2:60][C:59]([OH:62])=[O:61])([CH3:1])[CH2:9]2)[CH:15]=[CH:14][CH:13]=1, predict the reactants needed to synthesize it. The reactants are: [CH2:1]([C@@:4]1(C)[CH2:9][C@H:8]([C:10]2[CH:15]=[CH:14][CH:13]=[C:12]([Cl:16])[CH:11]=2)[C@@H:7]([C:17]2[CH:22]=[CH:21][C:20]([Cl:23])=[CH:19][CH:18]=2)[N:6]([C@@H:24]([CH:34]([CH3:36])[CH3:35])[CH2:25][N:26]([CH3:33])[S:27]([CH:30]2[CH2:32][CH2:31]2)(=[O:29])=[O:28])[C:5]1=[O:37])C=C.I([O-])(=O)(=O)=O.[Na+].O.C(O)(=O)CC(CC(O)=O)(C(O)=O)O.[C:59]([O:62]CC)(=[O:61])[CH3:60]. (4) Given the product [NH2:22][C:4]1[CH:5]=[CH:6][C:7]([O:8][C:9]2[CH:14]=[CH:13][N:12]=[C:11]([NH:15][C:16]3[CH:21]=[CH:20][CH:19]=[CH:18][CH:17]=3)[N:10]=2)=[C:2]([F:1])[CH:3]=1, predict the reactants needed to synthesize it. The reactants are: [F:1][C:2]1[CH:3]=[C:4]([NH:22]C(=O)C)[CH:5]=[CH:6][C:7]=1[O:8][C:9]1[CH:14]=[CH:13][N:12]=[C:11]([NH:15][C:16]2[CH:21]=[CH:20][CH:19]=[CH:18][CH:17]=2)[N:10]=1.[OH-].[NH4+]. (5) The reactants are: Br[C:2]1[C:7]([NH2:8])=[CH:6][CH:5]=[C:4]([CH3:9])[N:3]=1.[C:10]([C:12]1[CH:17]=[CH:16][CH:15]=[C:14]([F:18])[CH:13]=1)#[CH:11]. Given the product [F:18][C:14]1[CH:13]=[C:12]([C:10]#[C:11][C:2]2[C:7]([NH2:8])=[CH:6][CH:5]=[C:4]([CH3:9])[N:3]=2)[CH:17]=[CH:16][CH:15]=1, predict the reactants needed to synthesize it.